Dataset: Catalyst prediction with 721,799 reactions and 888 catalyst types from USPTO. Task: Predict which catalyst facilitates the given reaction. (1) Reactant: [Br:1][C:2]1[CH:3]=[N:4][C:5]2[N:6]([N:8]=[C:9]([C:11]([OH:13])=O)[CH:10]=2)[CH:7]=1.[CH3:14][CH:15]1[C:24]2[C:19](=[CH:20][CH:21]=[CH:22][CH:23]=2)[CH2:18][CH2:17][NH:16]1.C(Cl)CCl.C1C=CC2N(O)N=NC=2C=1. Product: [Br:1][C:2]1[CH:3]=[N:4][C:5]2[N:6]([N:8]=[C:9]([C:11]([N:16]3[CH2:17][CH2:18][C:19]4[C:24](=[CH:23][CH:22]=[CH:21][CH:20]=4)[CH:15]3[CH3:14])=[O:13])[CH:10]=2)[CH:7]=1. The catalyst class is: 3. (2) Reactant: [CH3:1][O:2][C:3]1[CH:15]=[CH:14][C:6]2[C:7]([CH2:10][C:11](O)=[O:12])=[CH:8][O:9][C:5]=2[CH:4]=1.[H-].[H-].[H-].[H-].[Li+].[Al+3]. Product: [CH3:1][O:2][C:3]1[CH:15]=[CH:14][C:6]2[C:7]([CH2:10][CH2:11][OH:12])=[CH:8][O:9][C:5]=2[CH:4]=1. The catalyst class is: 1. (3) Reactant: Cl.[Cl:2][C:3]1[CH:8]=[CH:7][CH:6]=[C:5]([Cl:9])[C:4]=1[NH:10][NH2:11].C([O-])([O-])=O.[K+].[K+].[CH3:18][C:19]([O:22][C:23](O[C:23]([O:22][C:19]([CH3:21])([CH3:20])[CH3:18])=[O:24])=[O:24])([CH3:21])[CH3:20]. Product: [Cl:2][C:3]1[CH:8]=[CH:7][CH:6]=[C:5]([Cl:9])[C:4]=1[NH:10][NH:11][C:23]([O:22][C:19]([CH3:21])([CH3:20])[CH3:18])=[O:24]. The catalyst class is: 1.